Dataset: Catalyst prediction with 721,799 reactions and 888 catalyst types from USPTO. Task: Predict which catalyst facilitates the given reaction. (1) Reactant: [CH:1]([C@H:3]1[CH2:8][C@@H:7]2[C@@H:5]([CH2:6]2)[N:4]1[C:9]([O:11][C:12]([CH3:15])([CH3:14])[CH3:13])=[O:10])=O.[OH2:16].[Cl-].O[NH3+:19].C(=O)([O-])[O-].[Na+].[Na+]. Product: [OH:16][N:19]=[CH:1][C@H:3]1[CH2:8][C@@H:7]2[C@@H:5]([CH2:6]2)[N:4]1[C:9]([O:11][C:12]([CH3:15])([CH3:14])[CH3:13])=[O:10]. The catalyst class is: 5. (2) Reactant: [H-].[Na+].[SH:3][C:4]1[NH:8][C:7]2[C:9]([CH3:14])=[CH:10][C:11]([Cl:13])=[CH:12][C:6]=2[N:5]=1.[N+]([C:18]1[O:22][C:21]([CH:23]=[O:24])=[CH:20][CH:19]=1)([O-])=O. Product: [Cl:13][C:11]1[CH:10]=[C:9]([CH3:14])[C:7]2[NH:8][C:4]([S:3][C:18]3[O:22][C:21]([CH:23]=[O:24])=[CH:20][CH:19]=3)=[N:5][C:6]=2[CH:12]=1. The catalyst class is: 7. (3) Reactant: CC([S@]([NH:7][C@@H:8]([C:25]1[CH:30]=[CH:29][CH:28]=[CH:27][CH:26]=1)[CH:9]1[CH2:14][CH2:13][N:12]([C:15]([O:17][CH2:18][C:19]2[CH:24]=[CH:23][CH:22]=[CH:21][CH:20]=2)=[O:16])[CH2:11][CH2:10]1)=O)(C)C.CO.Cl. Product: [NH2:7][C@@H:8]([C:25]1[CH:26]=[CH:27][CH:28]=[CH:29][CH:30]=1)[CH:9]1[CH2:14][CH2:13][N:12]([C:15]([O:17][CH2:18][C:19]2[CH:20]=[CH:21][CH:22]=[CH:23][CH:24]=2)=[O:16])[CH2:11][CH2:10]1. The catalyst class is: 12. (4) Reactant: [NH:1]1[C:9]2[C:4](=[CH:5][C:6]([NH:10][C:11]3[C:12]4[CH2:30][N:29](C(OC(C)(C)C)=O)[CH2:28][C:13]=4[N:14]=[C:15]([N:17]4[CH2:25][C:24]5[C:19](=[CH:20][CH:21]=[C:22]([O:26][CH3:27])[CH:23]=5)[CH2:18]4)[N:16]=3)=[CH:7][CH:8]=2)[CH:3]=[N:2]1.C(O)(C(F)(F)F)=O. Product: [NH:1]1[C:9]2[C:4](=[CH:5][C:6]([NH:10][C:11]3[C:12]4[CH2:30][NH:29][CH2:28][C:13]=4[N:14]=[C:15]([N:17]4[CH2:25][C:24]5[C:19](=[CH:20][CH:21]=[C:22]([O:26][CH3:27])[CH:23]=5)[CH2:18]4)[N:16]=3)=[CH:7][CH:8]=2)[CH:3]=[N:2]1. The catalyst class is: 2. (5) Reactant: [CH3:1][NH:2][C:3]1[N:8]=[C:7]([CH2:9][CH2:10][O:11][C:12]2[CH:39]=[CH:38][C:15]3[CH2:16][C@@H:17]([CH2:33][C:34]([O:36]C)=[O:35])[C:18](=[O:32])[N:19]([CH2:21][C:22]4[CH:27]=[CH:26][C:25]([C:28]([F:31])([F:30])[F:29])=[CH:24][CH:23]=4)[CH2:20][C:14]=3[CH:13]=2)[CH:6]=[CH:5][CH:4]=1.[OH-].[Na+].Cl. Product: [CH3:1][NH:2][C:3]1[N:8]=[C:7]([CH2:9][CH2:10][O:11][C:12]2[CH:39]=[CH:38][C:15]3[CH2:16][C@@H:17]([CH2:33][C:34]([OH:36])=[O:35])[C:18](=[O:32])[N:19]([CH2:21][C:22]4[CH:27]=[CH:26][C:25]([C:28]([F:29])([F:31])[F:30])=[CH:24][CH:23]=4)[CH2:20][C:14]=3[CH:13]=2)[CH:6]=[CH:5][CH:4]=1. The catalyst class is: 88. (6) Reactant: [F:1][C:2]1[CH:3]=[CH:4][C:5]2[N:9]=[CH:8][N:7]([C:10]3[N:18]=[C:17]4[C:13]([NH:14][C:15](=[O:25])[N:16]4[CH:19]4[CH2:24][CH2:23][O:22][CH2:21][CH2:20]4)=[C:12]([C:26](O)=[O:27])[N:11]=3)[C:6]=2[CH:29]=1.[NH:30]1[CH2:35][CH2:34][CH2:33][CH2:32][CH2:31]1.C(N(CC)CC)C.C1(P(C2C=CC=CC=2)C2C=CC=CC=2)C=CC=CC=1. Product: [F:1][C:2]1[CH:3]=[CH:4][C:5]2[N:9]=[CH:8][N:7]([C:10]3[N:18]=[C:17]4[C:13]([NH:14][C:15](=[O:25])[N:16]4[CH:19]4[CH2:24][CH2:23][O:22][CH2:21][CH2:20]4)=[C:12]([C:26]([N:30]4[CH2:35][CH2:34][CH2:33][CH2:32][CH2:31]4)=[O:27])[N:11]=3)[C:6]=2[CH:29]=1. The catalyst class is: 56. (7) Reactant: CON(C)[C:4]([C:6]1[N:7]=[C:8]2[CH:24]=[CH:23][C:22]([N:25]3[CH2:30][CH2:29][O:28][CH2:27][CH2:26]3)=[CH:21][N:9]2[C:10](=[O:20])[C:11]=1[O:12][CH2:13][C:14]1[CH:19]=[CH:18][CH:17]=[CH:16][CH:15]=1)=[O:5].[H-].[H-].[H-].[H-].[Li+].[Al+3]. Product: [CH2:13]([O:12][C:11]1[C:10](=[O:20])[N:9]2[CH:21]=[C:22]([N:25]3[CH2:26][CH2:27][O:28][CH2:29][CH2:30]3)[CH:23]=[CH:24][C:8]2=[N:7][C:6]=1[CH:4]=[O:5])[C:14]1[CH:15]=[CH:16][CH:17]=[CH:18][CH:19]=1. The catalyst class is: 1.